Predict the reactants needed to synthesize the given product. From a dataset of Full USPTO retrosynthesis dataset with 1.9M reactions from patents (1976-2016). (1) Given the product [OH:22][CH2:21][CH2:20][N:2]1[CH2:7][CH2:6][CH:5]([C:8]2[NH:9][C:10](=[O:18])[C:11]3[C:16]([CH:17]=2)=[CH:15][CH:14]=[CH:13][CH:12]=3)[CH2:4][CH2:3]1, predict the reactants needed to synthesize it. The reactants are: Cl.[NH:2]1[CH2:7][CH2:6][CH:5]([C:8]2[NH:9][C:10](=[O:18])[C:11]3[C:16]([CH:17]=2)=[CH:15][CH:14]=[CH:13][CH:12]=3)[CH2:4][CH2:3]1.Br[CH2:20][CH2:21][OH:22]. (2) Given the product [CH3:2][O:3][C:4]1[CH:5]=[C:6]([C:12]2[C:13]([CH3:25])([CH3:24])[C:14](=[O:23])[N:15]([CH:17]3[CH2:22][CH2:21][N:20]([C:36]([C:27]4[CH:28]=[CH:29][C:30]5[C:35](=[CH:34][CH:33]=[CH:32][CH:31]=5)[N:26]=4)=[O:37])[CH2:19][CH2:18]3)[N:16]=2)[CH:7]=[CH:8][C:9]=1[O:10][CH3:11], predict the reactants needed to synthesize it. The reactants are: Cl.[CH3:2][O:3][C:4]1[CH:5]=[C:6]([C:12]2[C:13]([CH3:25])([CH3:24])[C:14](=[O:23])[N:15]([CH:17]3[CH2:22][CH2:21][NH:20][CH2:19][CH2:18]3)[N:16]=2)[CH:7]=[CH:8][C:9]=1[O:10][CH3:11].[N:26]1[C:35]2[C:30](=[CH:31][CH:32]=[CH:33][CH:34]=2)[CH:29]=[CH:28][C:27]=1[C:36](O)=[O:37]. (3) Given the product [ClH:32].[ClH:32].[O:1]1[C:9]2[CH:8]=[CH:7][N:6]=[C:5]([O:10][C:11]3[CH:16]=[CH:15][C:14]([C:17]4[C:18](=[O:30])[NH:19][N:20]=[CH:21][C:22]=4[CH3:23])=[C:13]([CH3:31])[CH:12]=3)[C:4]=2[CH:3]=[CH:2]1, predict the reactants needed to synthesize it. The reactants are: [O:1]1[C:9]2[CH:8]=[CH:7][N:6]=[C:5]([O:10][C:11]3[CH:16]=[CH:15][C:14]([C:17]4[C:18](=[O:30])[N:19](C5CCCCO5)[N:20]=[CH:21][C:22]=4[CH3:23])=[C:13]([CH3:31])[CH:12]=3)[C:4]=2[CH:3]=[CH:2]1.[ClH:32].O1CCOCC1. (4) Given the product [F:1][C:2]1[CH:7]=[CH:6][CH:5]=[C:4]([F:8])[C:3]=1[N:9]1[C:14]2[N:15]=[C:16]([NH:41][CH2:40][CH2:39][CH2:38][N:37]([CH3:42])[CH3:36])[N:17]=[C:18]([C:19]3[CH:20]=[C:21]([CH:28]=[CH:29][C:30]=3[CH3:31])[C:22]([NH:24][CH2:25][CH2:26][CH3:27])=[O:23])[C:13]=2[CH2:12][NH:11][C:10]1=[O:35], predict the reactants needed to synthesize it. The reactants are: [F:1][C:2]1[CH:7]=[CH:6][CH:5]=[C:4]([F:8])[C:3]=1[N:9]1[C:14]2[N:15]=[C:16](S(C)=O)[N:17]=[C:18]([C:19]3[CH:20]=[C:21]([CH:28]=[CH:29][C:30]=3[CH3:31])[C:22]([NH:24][CH2:25][CH2:26][CH3:27])=[O:23])[C:13]=2[CH2:12][NH:11][C:10]1=[O:35].[CH3:36][N:37]([CH3:42])[CH2:38][CH2:39][CH2:40][NH2:41]. (5) Given the product [CH2:23]([O:25][CH2:4][C:5]([C:7]1[CH:12]=[C:11]([C:13]([CH3:16])([CH3:15])[CH3:14])[C:10]([OH:17])=[C:9]([C:18]([CH3:21])([CH3:20])[CH3:19])[CH:8]=1)=[O:6])[CH3:24], predict the reactants needed to synthesize it. The reactants are: [OH-].[K+].Br[CH2:4][C:5]([C:7]1[CH:12]=[C:11]([C:13]([CH3:16])([CH3:15])[CH3:14])[C:10]([OH:17])=[C:9]([C:18]([CH3:21])([CH3:20])[CH3:19])[CH:8]=1)=[O:6].Cl.[CH2:23]([OH:25])[CH3:24].